The task is: Predict the reactants needed to synthesize the given product.. This data is from Full USPTO retrosynthesis dataset with 1.9M reactions from patents (1976-2016). (1) Given the product [Cl:1][C:2]1[C:3]([O:12][C:13]2[CH:18]=[C:17]([O:19][CH2:20][CH2:21][O:22][CH3:23])[CH:16]=[CH:15][C:14]=2[CH2:24][CH2:25][CH2:26][NH:27][S:40]([CH:34]2[CH2:39][CH2:38][CH2:37][CH2:36][CH2:35]2)(=[O:42])=[O:41])=[N:4][CH:5]=[C:6]([C:8]([F:9])([F:11])[F:10])[CH:7]=1, predict the reactants needed to synthesize it. The reactants are: [Cl:1][C:2]1[C:3]([O:12][C:13]2[CH:18]=[C:17]([O:19][CH2:20][CH2:21][O:22][CH3:23])[CH:16]=[CH:15][C:14]=2[CH2:24][CH2:25][CH2:26][NH2:27])=[N:4][CH:5]=[C:6]([C:8]([F:11])([F:10])[F:9])[CH:7]=1.N1C=CC=CC=1.[CH:34]1([S:40](Cl)(=[O:42])=[O:41])[CH2:39][CH2:38][CH2:37][CH2:36][CH2:35]1.Cl. (2) Given the product [CH3:13][O:14][C:15](=[O:38])[CH2:16][C:17]1[CH:22]=[CH:21][C:20]([C:23]2[O:27][N:26]=[C:25]([C:28]3[CH:33]=[CH:32][CH:31]=[CH:30][CH:29]=3)[C:24]=2[C:34](=[O:35])[NH:7][CH2:6][CH2:5][O:4][C:3]2[CH:8]=[CH:9][C:10]([Cl:12])=[CH:11][C:2]=2[Cl:1])=[C:19]([Cl:37])[CH:18]=1, predict the reactants needed to synthesize it. The reactants are: [Cl:1][C:2]1[CH:11]=[C:10]([Cl:12])[CH:9]=[CH:8][C:3]=1[O:4][CH2:5][CH2:6][NH2:7].[CH3:13][O:14][C:15](=[O:38])[CH2:16][C:17]1[CH:22]=[CH:21][C:20]([C:23]2[O:27][N:26]=[C:25]([C:28]3[CH:33]=[CH:32][CH:31]=[CH:30][CH:29]=3)[C:24]=2[C:34](Cl)=[O:35])=[C:19]([Cl:37])[CH:18]=1.O.